From a dataset of Forward reaction prediction with 1.9M reactions from USPTO patents (1976-2016). Predict the product of the given reaction. (1) Given the reactants [F:1][C:2]([F:24])([F:23])[C:3]1[CH:4]=[C:5]([C:13]2[N:17]=[CH:16][N:15](/[CH:18]=[CH:19]/[C:20](O)=[O:21])[N:14]=2)[CH:6]=[C:7]([C:9]([F:12])([F:11])[F:10])[CH:8]=1.[NH:25]([C:27]1[CH:32]=[N:31][CH:30]=[CH:29][N:28]=1)[NH2:26].C(P1(=O)OP(CCC)(=O)OP(CCC)(=O)O1)CC.CCN(C(C)C)C(C)C, predict the reaction product. The product is: [F:1][C:2]([F:24])([F:23])[C:3]1[CH:4]=[C:5]([C:13]2[N:17]=[CH:16][N:15](/[CH:18]=[CH:19]/[C:20]([NH:26][NH:25][C:27]3[CH:32]=[N:31][CH:30]=[CH:29][N:28]=3)=[O:21])[N:14]=2)[CH:6]=[C:7]([C:9]([F:11])([F:12])[F:10])[CH:8]=1. (2) Given the reactants [Cl:1][C:2]1[CH:3]=[C:4]([C:10]2[O:14][N:13]=[C:12]([C:15]3[CH:16]=[C:17]4[C:21](=[CH:22][CH:23]=3)[NH:20][CH:19]=[CH:18]4)[N:11]=2)[CH:5]=[CH:6][C:7]=1[O:8][CH3:9].C1COCC1.C(C(O)=O)(F)(F)F, predict the reaction product. The product is: [Cl:1][C:2]1[CH:3]=[C:4]([C:10]2[O:14][N:13]=[C:12]([C:15]3[CH:16]=[C:17]4[C:21](=[CH:22][CH:23]=3)[NH:20][CH2:19][CH2:18]4)[N:11]=2)[CH:5]=[CH:6][C:7]=1[O:8][CH3:9].